Task: Predict the product of the given reaction.. Dataset: Forward reaction prediction with 1.9M reactions from USPTO patents (1976-2016) (1) Given the reactants CO[C@H](C)[C@H](NO)CS(CC1C=NC2C(C=1)=CC=CC=2)(=O)=O.[CH3:23][O:24][C@H:25]([CH3:46])[C@H:26]([N:42]([OH:45])[CH:43]=[O:44])[CH2:27][S:28]([CH2:31][C:32]1[CH:33]=[N:34][C:35]2[C:40]([CH:41]=1)=[CH:39][CH:38]=[CH:37][CH:36]=2)(=[O:30])=[O:29], predict the reaction product. The product is: [CH3:23][O:24][C@H:25]([CH3:46])[C@H:26]([N:42]([OH:45])[CH:43]=[O:44])[CH2:27][S:28]([CH2:31][C:32]1[CH:33]=[N:34][C:35]2[C:40]([CH:41]=1)=[CH:39][CH:38]=[CH:37][CH:36]=2)(=[O:30])=[O:29]. (2) Given the reactants [F:1][C:2]1[CH:10]=[CH:9][C:8]([CH2:11][C:12]2[C:21]3[C:16](=[CH:17][CH:18]=[CH:19][CH:20]=3)[C:15](=[O:22])[NH:14][N:13]=2)=[CH:7][C:3]=1[C:4](O)=[O:5].F[P-](F)(F)(F)(F)F.N1(OC(N(C)C)=[N+](C)C)C2C=CC=CC=2N=N1.Cl.[F:48][C:49]([F:60])([F:59])[C:50]1[N:54]2[CH2:55][CH2:56][NH:57][CH2:58][C:53]2=[N:52][N:51]=1.C(N(CC)C(C)C)(C)C, predict the reaction product. The product is: [F:1][C:2]1[CH:10]=[CH:9][C:8]([CH2:11][C:12]2[C:21]3[C:16](=[CH:17][CH:18]=[CH:19][CH:20]=3)[C:15](=[O:22])[NH:14][N:13]=2)=[CH:7][C:3]=1[C:4]([N:57]1[CH2:56][CH2:55][N:54]2[C:50]([C:49]([F:60])([F:48])[F:59])=[N:51][N:52]=[C:53]2[CH2:58]1)=[O:5]. (3) The product is: [CH3:16][C:12]1([CH3:17])[CH2:13][CH2:14][CH2:15][N:11]1[C:4]1[C:5]2[N:6]([CH:8]=[CH:9][N:10]=2)[N:7]=[C:2]([C:18]2[CH:23]=[CH:22][CH:21]=[CH:20][CH:19]=2)[CH:3]=1. Given the reactants Cl[C:2]1[CH:3]=[C:4]([N:11]2[CH2:15][CH2:14][CH2:13][C:12]2([CH3:17])[CH3:16])[C:5]2[N:6]([CH:8]=[CH:9][N:10]=2)[N:7]=1.[C:18]1(B(O)O)[CH:23]=[CH:22][CH:21]=[CH:20][CH:19]=1.CC(C1C=C(C(C)C)C(C2C=CC=CC=2P(C2CCCCC2)C2CCCCC2)=C(C(C)C)C=1)C.C([O-])([O-])=O.[K+].[K+], predict the reaction product.